This data is from NCI-60 drug combinations with 297,098 pairs across 59 cell lines. The task is: Regression. Given two drug SMILES strings and cell line genomic features, predict the synergy score measuring deviation from expected non-interaction effect. (1) Drug 1: C#CCC(CC1=CN=C2C(=N1)C(=NC(=N2)N)N)C3=CC=C(C=C3)C(=O)NC(CCC(=O)O)C(=O)O. Drug 2: COCCOC1=C(C=C2C(=C1)C(=NC=N2)NC3=CC=CC(=C3)C#C)OCCOC.Cl. Cell line: HOP-92. Synergy scores: CSS=11.3, Synergy_ZIP=-2.08, Synergy_Bliss=3.16, Synergy_Loewe=2.45, Synergy_HSA=1.97. (2) Drug 1: CC12CCC3C(C1CCC2O)C(CC4=C3C=CC(=C4)O)CCCCCCCCCS(=O)CCCC(C(F)(F)F)(F)F. Drug 2: B(C(CC(C)C)NC(=O)C(CC1=CC=CC=C1)NC(=O)C2=NC=CN=C2)(O)O. Cell line: K-562. Synergy scores: CSS=21.3, Synergy_ZIP=2.86, Synergy_Bliss=1.80, Synergy_Loewe=-48.6, Synergy_HSA=-4.10. (3) Drug 1: CC(C1=C(C=CC(=C1Cl)F)Cl)OC2=C(N=CC(=C2)C3=CN(N=C3)C4CCNCC4)N. Drug 2: C1=NC2=C(N=C(N=C2N1C3C(C(C(O3)CO)O)F)Cl)N. Cell line: SNB-75. Synergy scores: CSS=2.77, Synergy_ZIP=-1.50, Synergy_Bliss=1.54, Synergy_Loewe=1.09, Synergy_HSA=1.12. (4) Drug 1: C1=CC(=CC=C1C#N)C(C2=CC=C(C=C2)C#N)N3C=NC=N3. Drug 2: CCC(=C(C1=CC=CC=C1)C2=CC=C(C=C2)OCCN(C)C)C3=CC=CC=C3.C(C(=O)O)C(CC(=O)O)(C(=O)O)O. Cell line: OVCAR3. Synergy scores: CSS=11.3, Synergy_ZIP=-1.98, Synergy_Bliss=-7.34, Synergy_Loewe=-4.17, Synergy_HSA=-8.35. (5) Drug 1: C1C(C(OC1N2C=NC(=NC2=O)N)CO)O. Drug 2: C(CN)CNCCSP(=O)(O)O. Cell line: MOLT-4. Synergy scores: CSS=34.3, Synergy_ZIP=-0.992, Synergy_Bliss=-2.04, Synergy_Loewe=-35.7, Synergy_HSA=-1.77. (6) Drug 1: CCC(=C(C1=CC=CC=C1)C2=CC=C(C=C2)OCCN(C)C)C3=CC=CC=C3.C(C(=O)O)C(CC(=O)O)(C(=O)O)O. Drug 2: CCN(CC)CCNC(=O)C1=C(NC(=C1C)C=C2C3=C(C=CC(=C3)F)NC2=O)C. Cell line: NCI-H460. Synergy scores: CSS=1.94, Synergy_ZIP=5.12, Synergy_Bliss=-0.284, Synergy_Loewe=-0.793, Synergy_HSA=-0.661. (7) Drug 1: C1C(C(OC1N2C=NC(=NC2=O)N)CO)O. Synergy scores: CSS=33.9, Synergy_ZIP=-9.67, Synergy_Bliss=-1.61, Synergy_Loewe=-10.3, Synergy_HSA=-0.404. Drug 2: CC1CCCC2(C(O2)CC(NC(=O)CC(C(C(=O)C(C1O)C)(C)C)O)C(=CC3=CSC(=N3)C)C)C. Cell line: UO-31. (8) Drug 1: CS(=O)(=O)CCNCC1=CC=C(O1)C2=CC3=C(C=C2)N=CN=C3NC4=CC(=C(C=C4)OCC5=CC(=CC=C5)F)Cl. Drug 2: C1CC(=O)NC(=O)C1N2C(=O)C3=CC=CC=C3C2=O. Cell line: HCC-2998. Synergy scores: CSS=2.06, Synergy_ZIP=-0.408, Synergy_Bliss=0.382, Synergy_Loewe=-5.70, Synergy_HSA=-2.55.